From a dataset of CYP3A4 inhibition data for predicting drug metabolism from PubChem BioAssay. Regression/Classification. Given a drug SMILES string, predict its absorption, distribution, metabolism, or excretion properties. Task type varies by dataset: regression for continuous measurements (e.g., permeability, clearance, half-life) or binary classification for categorical outcomes (e.g., BBB penetration, CYP inhibition). Dataset: cyp3a4_veith. The drug is O=C(NCC1CCCO1)C1CCN(S(=O)(=O)N2CCCC2)CC1. The result is 0 (non-inhibitor).